From a dataset of Forward reaction prediction with 1.9M reactions from USPTO patents (1976-2016). Predict the product of the given reaction. (1) Given the reactants C(O[C:6](=O)[N:7]([CH2:9][CH2:10][CH2:11][C:12]1[CH:17]=[CH:16][C:15]([F:18])=[CH:14][CH:13]=1)C)(C)(C)C.FC(F)(F)C(O)=O, predict the reaction product. The product is: [F:18][C:15]1[CH:14]=[CH:13][C:12]([CH2:11][CH2:10][CH2:9][NH:7][CH3:6])=[CH:17][CH:16]=1. (2) Given the reactants [Br:1][CH2:2][CH2:3][CH2:4][CH2:5][CH2:6][CH2:7][CH2:8][CH2:9][CH2:10][CH2:11][CH2:12]Br.[N:14]1[C:23]2[C:18](=[CH:19][CH:20]=[CH:21][CH:22]=2)[CH:17]=[CH:16][CH:15]=1, predict the reaction product. The product is: [Br-:1].[Br-:1].[CH2:2]([N+:14]1[C:23]2[C:18](=[CH:19][CH:20]=[CH:21][CH:22]=2)[CH:17]=[CH:16][CH:15]=1)[CH2:3][CH2:4][CH2:5][CH2:6][CH2:7][CH2:8][CH2:9][CH2:10][CH2:11][CH2:12][N+:14]1[C:23]2[C:18](=[CH:19][CH:20]=[CH:21][CH:22]=2)[CH:17]=[CH:16][CH:15]=1. (3) Given the reactants [OH:1][C:2]1[C:11]2[C:6](=[CH:7][CH:8]=[C:9]([OH:12])[N:10]=2)[N:5]=[CH:4][C:3]=1[C:13](=[O:17])[CH:14]([CH3:16])[CH3:15].[CH3:18][Si](Cl)(C)C.[I-].[Na+].S([O-])([O-])(=O)=S.[Na+].[Na+], predict the reaction product. The product is: [OH:1][C:2]1[C:11]2[C:6](=[CH:7][CH:8]=[C:9]([O:12][CH3:18])[N:10]=2)[N:5]=[CH:4][C:3]=1[C:13](=[O:17])[CH:14]([CH3:15])[CH3:16]. (4) The product is: [CH:15]([O:12][C:6]1[C:5]([CH3:13])=[C:4]2[C:9]([CH:10]=[CH:11][C:2]([CH3:1])=[N:3]2)=[CH:8][CH:7]=1)([CH3:17])[CH3:16]. Given the reactants [CH3:1][C:2]1[CH:11]=[CH:10][C:9]2[C:4](=[C:5]([CH3:13])[C:6]([OH:12])=[CH:7][CH:8]=2)[N:3]=1.I[CH:15]([CH3:17])[CH3:16].C(=O)([O-])[O-].[K+].[K+].O, predict the reaction product. (5) The product is: [C:6]([C:5]1[CH:8]=[CH:9][C:2]([NH:1][C:17]2[CH:32]=[C:31]([NH:33][CH:34]([CH3:36])[CH3:35])[C:20]([C:21]([NH:23][CH2:24][C@@H:25]([F:30])[C:26]([OH:29])([CH3:27])[CH3:28])=[O:22])=[CH:19][N:18]=2)=[N:3][C:4]=1[N:10]1[CH2:14][CH2:13][C@H:12]([OH:15])[CH2:11]1)#[N:7]. Given the reactants [NH2:1][C:2]1[CH:9]=[CH:8][C:5]([C:6]#[N:7])=[C:4]([N:10]2[CH2:14][CH2:13][C@@H:12]([OH:15])[CH2:11]2)[N:3]=1.Cl[C:17]1[CH:32]=[C:31]([NH:33][CH:34]([CH3:36])[CH3:35])[C:20]([C:21]([NH:23][CH2:24][C@@H:25]([F:30])[C:26]([OH:29])([CH3:28])[CH3:27])=[O:22])=[CH:19][N:18]=1, predict the reaction product. (6) Given the reactants [F:1][C:2]([F:16])([F:15])[CH2:3][NH:4][C:5]1[CH:6]=[C:7]([C:13]#[N:14])[C:8]([C:11]#[N:12])=[CH:9][CH:10]=1.C([O-])([O-])=O.[Cs+].[Cs+].Br[CH2:24][C:25]([O:27][CH3:28])=[O:26], predict the reaction product. The product is: [C:13]([C:7]1[CH:6]=[C:5]([N:4]([CH2:3][C:2]([F:15])([F:16])[F:1])[CH2:24][C:25]([O:27][CH3:28])=[O:26])[CH:10]=[CH:9][C:8]=1[C:11]#[N:12])#[N:14].